From a dataset of Full USPTO retrosynthesis dataset with 1.9M reactions from patents (1976-2016). Predict the reactants needed to synthesize the given product. (1) Given the product [N:6]1[C:5]2[CH:7]=[CH:8][CH:9]=[CH:10][C:4]=2[NH:3][C:2]=1[NH:21][C@H:11]1[C:20]2[C:15](=[CH:16][CH:17]=[CH:18][CH:19]=2)[CH2:14][CH2:13][CH2:12]1.[ClH:1], predict the reactants needed to synthesize it. The reactants are: [Cl:1][C:2]1[NH:3][C:4]2[CH:10]=[CH:9][CH:8]=[CH:7][C:5]=2[N:6]=1.[C@H:11]1([NH2:21])[C:20]2[C:15](=[CH:16][CH:17]=[CH:18][CH:19]=2)[CH2:14][CH2:13][CH2:12]1. (2) The reactants are: CS([C:5]1[N:10]=[C:9]([O:11][CH2:12][C@H:13]2[CH2:15][C@H:14]2[C:16]#[N:17])[CH:8]=[C:7]([N:18]2[CH2:23][CH2:22][CH:21]([C:24]3[C:32]4[C:27](=[N:28][CH:29]=[CH:30][CH:31]=4)[NH:26][N:25]=3)[CH2:20][CH2:19]2)[N:6]=1)(=O)=O.C(#N)CC#N.[C:38]([O-:41])([O-])=O.[K+].[K+].Cl.[C:45]12([NH2:50])[CH2:49][CH:47]([CH2:48]1)[CH2:46]2.C(OO)(=O)C. Given the product [C:45]12([NH:50][C:38]([C:5]3[N:10]=[C:9]([O:11][CH2:12][C@H:13]4[CH2:15][C@H:14]4[C:16]#[N:17])[CH:8]=[C:7]([N:18]4[CH2:23][CH2:22][CH:21]([C:24]5[C:32]6[C:27](=[N:28][CH:29]=[CH:30][CH:31]=6)[NH:26][N:25]=5)[CH2:20][CH2:19]4)[N:6]=3)=[O:41])[CH2:49][CH:47]([CH2:48]1)[CH2:46]2, predict the reactants needed to synthesize it.